From a dataset of Catalyst prediction with 721,799 reactions and 888 catalyst types from USPTO. Predict which catalyst facilitates the given reaction. (1) The catalyst class is: 6. Product: [Cl:33][C:13]1[C:14]([NH:18][C:19](=[O:32])[CH2:20][C:21]2[CH:26]=[CH:25][C:24]([F:27])=[C:23]([C:28]([F:30])([F:31])[F:29])[CH:22]=2)=[C:15]2[C:10](=[CH:11][CH:12]=1)[C:9](=[O:34])[N:8]([C@H:6]([CH3:7])[CH2:5][OH:4])[CH:17]=[CH:16]2. Reactant: C([O:4][CH2:5][C@H:6]([N:8]1[CH:17]=[CH:16][C:15]2[C:10](=[CH:11][CH:12]=[C:13]([Cl:33])[C:14]=2[NH:18][C:19](=[O:32])[CH2:20][C:21]2[CH:26]=[CH:25][C:24]([F:27])=[C:23]([C:28]([F:31])([F:30])[F:29])[CH:22]=2)[C:9]1=[O:34])[CH3:7])(=O)C.C(=O)([O-])[O-].[K+].[K+].CO. (2) Reactant: [Cl:1][C:2]1[CH:7]=[CH:6][C:5]([C:8]2([OH:18])[CH2:13][CH2:12][N:11]([CH2:14][CH2:15][C:16]#[N:17])[CH2:10][CH2:9]2)=[CH:4][CH:3]=1.Cl.[OH-].[Na+].CCOCC. Product: [NH2:17][CH2:16][CH2:15][CH2:14][N:11]1[CH2:10][CH2:9][C:8]([C:5]2[CH:4]=[CH:3][C:2]([Cl:1])=[CH:7][CH:6]=2)([OH:18])[CH2:13][CH2:12]1. The catalyst class is: 1. (3) Reactant: [Cl:1][C:2]1[CH:7]=[CH:6][C:5]([NH:8][C:9](=[O:11])[CH3:10])=[C:4]([F:12])[CH:3]=1.C([Li])CCC.CN([CH:21]=[O:22])C. Product: [Cl:1][C:2]1[CH:7]=[CH:6][C:5]([NH:8][C:9](=[O:11])[CH3:10])=[C:4]([F:12])[C:3]=1[CH:21]=[O:22]. The catalyst class is: 1. (4) Reactant: Br[C:2]1[C:10]2[N:9]=[CH:8][N:7]([CH2:11][O:12][CH2:13][CH2:14][Si:15]([CH3:18])([CH3:17])[CH3:16])[C:6]=2[CH:5]=[C:4]([Cl:19])[CH:3]=1.[O:20]1[CH2:23][CH:22]([N:24]2[CH2:29][CH2:28][N:27]([C:30]3[CH:31]=[CH:32][C:33]([NH2:36])=[N:34][CH:35]=3)[CH2:26][CH2:25]2)[CH2:21]1.C(=O)([O-])[O-].[Cs+].[Cs+].CC1(C)C2C(=C(P(C3C=CC=CC=3)C3C=CC=CC=3)C=CC=2)OC2C(P(C3C=CC=CC=3)C3C=CC=CC=3)=CC=CC1=2. Product: [Cl:19][C:4]1[CH:3]=[C:2]([NH:36][C:33]2[CH:32]=[CH:31][C:30]([N:27]3[CH2:28][CH2:29][N:24]([CH:22]4[CH2:21][O:20][CH2:23]4)[CH2:25][CH2:26]3)=[CH:35][N:34]=2)[C:10]2[N:9]=[CH:8][N:7]([CH2:11][O:12][CH2:13][CH2:14][Si:15]([CH3:18])([CH3:17])[CH3:16])[C:6]=2[CH:5]=1. The catalyst class is: 102. (5) Reactant: Br[C:2]1[C:10]2[C:5](=[C:6]([C:11]3[N:15]=[C:14]([C:16]4[CH:21]=[CH:20][C:19]([O:22][CH:23]([CH3:25])[CH3:24])=[C:18]([Cl:26])[CH:17]=4)[O:13][N:12]=3)[CH:7]=[CH:8][CH:9]=2)[N:4]([CH3:27])[CH:3]=1.CC(P(C(C)(C)C)C(C)(C)C)(C)C.C([O-])([O-])=O.[Cs+].[Cs+].Br[Zn][CH2:49][C@@H:50]([CH3:55])[C:51]([O:53][CH3:54])=[O:52]. Product: [Cl:26][C:18]1[CH:17]=[C:16]([C:14]2[O:13][N:12]=[C:11]([C:6]3[CH:7]=[CH:8][CH:9]=[C:10]4[C:5]=3[N:4]([CH3:27])[CH:3]=[C:2]4[CH2:49][C@@H:50]([CH3:55])[C:51]([O:53][CH3:54])=[O:52])[N:15]=2)[CH:21]=[CH:20][C:19]=1[O:22][CH:23]([CH3:24])[CH3:25]. The catalyst class is: 443. (6) Reactant: FC(F)(F)C(O)=O.C(OC(=O)[NH:14][C:15]1[N:19]=[C:18]([C:20]2[C:21]([CH3:40])=[C:22]([C:30]3[CH:35]=[CH:34][CH:33]=[C:32]([C:36]([F:39])([F:38])[F:37])[CH:31]=3)[C:23]3[N:24]([N:26]=[C:27]([NH2:29])[N:28]=3)[CH:25]=2)[N:17]([C:41]2[CH:46]=[CH:45][C:44]([C:47]#[N:48])=[CH:43][CH:42]=2)[N:16]=1)(C)(C)C.C([O-])(O)=O.[Na+]. Product: [NH2:14][C:15]1[N:19]=[C:18]([C:20]2[C:21]([CH3:40])=[C:22]([C:30]3[CH:35]=[CH:34][CH:33]=[C:32]([C:36]([F:39])([F:38])[F:37])[CH:31]=3)[C:23]3[N:24]([N:26]=[C:27]([NH2:29])[N:28]=3)[CH:25]=2)[N:17]([C:41]2[CH:42]=[CH:43][C:44]([C:47]#[N:48])=[CH:45][CH:46]=2)[N:16]=1. The catalyst class is: 2. (7) Reactant: [NH2:1][C:2]1[CH:3]=[C:4]([CH:10]=[CH:11][N:12]=1)[C:5]([O:7][CH2:8][CH3:9])=[O:6].C(O)(=O)C.CN(C)[CH:19]=[C:20]([C:26]1[N:27]=[N:28][N:29]([CH2:31][C:32]2[CH:37]=[CH:36][C:35]([O:38][CH3:39])=[CH:34][CH:33]=2)[N:30]=1)[C:21](OCC)=[O:22]. Product: [CH3:39][O:38][C:35]1[CH:36]=[CH:37][C:32]([CH2:31][N:29]2[N:28]=[N:27][C:26]([C:20]3[C:21](=[O:22])[N:12]4[CH:11]=[CH:10][C:4]([C:5]([O:7][CH2:8][CH3:9])=[O:6])=[CH:3][C:2]4=[N:1][CH:19]=3)=[N:30]2)=[CH:33][CH:34]=1. The catalyst class is: 6. (8) Reactant: [O:1]1[C:5]2[CH:6]=[CH:7][C:8]([C:10]3[S:11][CH:12]=[C:13]([C:15]([OH:17])=O)[N:14]=3)=[CH:9][C:4]=2[CH2:3][CH2:2]1.[NH2:18][C:19]1[NH:23][C:22]2[CH:24]=[CH:25][C:26]([C:28]([N:30]3[CH2:35][CH2:34][O:33][CH2:32][CH2:31]3)=[O:29])=[CH:27][C:21]=2[N:20]=1.F[P-](F)(F)(F)(F)F.N1(OC(N(C)C)=[N+](C)C)C2C=CC=CC=2N=N1.C(N(CC)C(C)C)(C)C. Product: [O:1]1[C:5]2[CH:6]=[CH:7][C:8]([C:10]3[S:11][CH:12]=[C:13]([C:15]([NH:18][C:19]4[NH:23][C:22]5[CH:24]=[CH:25][C:26]([C:28]([N:30]6[CH2:35][CH2:34][O:33][CH2:32][CH2:31]6)=[O:29])=[CH:27][C:21]=5[N:20]=4)=[O:17])[N:14]=3)=[CH:9][C:4]=2[CH2:3][CH2:2]1. The catalyst class is: 546. (9) Reactant: [CH3:1][O:2][C:3]1[C:12]([CH3:13])=[C:11]2[C:6]([C:7]([O:19][CH:20]3[CH2:37][CH:36]4[CH:22]([C:23](=[O:43])[N:24]([CH3:42])[CH2:25][CH2:26][CH2:27][CH2:28][CH:29]=[CH:30][CH:31]5[C:33]([C:39](O)=[O:40])([NH:34][C:35]4=[O:38])[CH2:32]5)[CH2:21]3)=[CH:8][C:9]([C:14]3[S:15][CH:16]=[CH:17][N:18]=3)=[N:10]2)=[CH:5][CH:4]=1.C1N=CN(C(N2C=NC=C2)=O)C=1.[CH:56]1([S:59]([NH2:62])(=[O:61])=[O:60])[CH2:58][CH2:57]1.C1CCN2C(=NCCC2)CC1. Product: [CH3:1][O:2][C:3]1[C:12]([CH3:13])=[C:11]2[C:6]([C:7]([O:19][CH:20]3[CH2:37][CH:36]4[CH:22]([C:23](=[O:43])[N:24]([CH3:42])[CH2:25][CH2:26][CH2:27][CH2:28][CH:29]=[CH:30][CH:31]5[C:33]([C:39]([NH:62][S:59]([CH:56]6[CH2:58][CH2:57]6)(=[O:61])=[O:60])=[O:40])([NH:34][C:35]4=[O:38])[CH2:32]5)[CH2:21]3)=[CH:8][C:9]([C:14]3[S:15][CH:16]=[CH:17][N:18]=3)=[N:10]2)=[CH:5][CH:4]=1. The catalyst class is: 1.